From a dataset of Forward reaction prediction with 1.9M reactions from USPTO patents (1976-2016). Predict the product of the given reaction. (1) Given the reactants [F-].C([N+](CCCC)(CCCC)CCCC)CCC.C([Si](C1C=CC=CC=1)(C1C=CC=CC=1)[O:24][C@H:25]1[CH2:44][N:28]2[C:29](=[O:43])[N:30]([C:32]3[CH:37]=[CH:36][C:35]([O:38][C:39]([F:42])([F:41])[F:40])=[CH:34][CH:33]=3)[CH2:31][C@@H:27]2[CH2:26]1)(C)(C)C.O, predict the reaction product. The product is: [OH:24][C@H:25]1[CH2:44][N:28]2[C:29](=[O:43])[N:30]([C:32]3[CH:37]=[CH:36][C:35]([O:38][C:39]([F:42])([F:40])[F:41])=[CH:34][CH:33]=3)[CH2:31][C@@H:27]2[CH2:26]1. (2) Given the reactants [Cl:1][C:2]1[CH:3]=[C:4]([CH2:15][OH:16])[CH:5]=[N:6][C:7]=1[N:8]1[CH2:13][CH2:12][NH:11][C@H:10]([CH3:14])[CH2:9]1.C(OC([NH:24][C:25](=[N:28]C(OC(C)(C)C)=O)SC)=O)(C)(C)C.C(N(CC)CC)C, predict the reaction product. The product is: [ClH:1].[ClH:1].[Cl:1][C:2]1[C:7]([N:8]2[CH2:13][CH2:12][N:11]([C:25]([NH2:28])=[NH:24])[C@H:10]([CH3:14])[CH2:9]2)=[N:6][CH:5]=[C:4]([CH2:15][OH:16])[CH:3]=1. (3) Given the reactants Br[C:2]1[CH:10]=[CH:9][C:5]2[N:6]=[CH:7][NH:8][C:4]=2[CH:3]=1.[F:11][C:12]1[CH:19]=[CH:18][C:15]([CH2:16][NH2:17])=[CH:14][CH:13]=1.C1(P(C2CCCCC2)C2C=CC=CC=2C2C=CC=CC=2N(C)C)CCCCC1.C[Si]([N-][Si](C)(C)C)(C)C.[Li+].C1COCC1, predict the reaction product. The product is: [F:11][C:12]1[CH:19]=[CH:18][C:15]([CH2:16][NH:17][C:2]2[CH:10]=[CH:9][C:5]3[N:6]=[CH:7][NH:8][C:4]=3[CH:3]=2)=[CH:14][CH:13]=1. (4) The product is: [CH2:1]([N:8]1[C:20]2[CH:19]=[C:18]3[C:13]([CH:14]=[CH:15][N:16]=[C:17]3[N:21]3[CH2:22][CH2:23][NH:24][CH2:25][CH2:26]3)=[CH:12][C:11]=2[CH2:10][CH2:9]1)[C:2]1[CH:7]=[CH:6][CH:5]=[CH:4][CH:3]=1. Given the reactants [CH2:1]([N:8]1[C:20]2[CH:19]=[C:18]3[C:13]([CH:14]=[CH:15][N:16]=[C:17]3[N:21]3[CH2:26][CH2:25][N:24](C(OC(C)(C)C)=O)[CH2:23][CH2:22]3)=[CH:12][C:11]=2[CH2:10][CH2:9]1)[C:2]1[CH:7]=[CH:6][CH:5]=[CH:4][CH:3]=1, predict the reaction product. (5) The product is: [F:21][C:20]([F:23])([F:22])[C:16]1[CH:15]=[C:14]([N:9]2[CH:10]=[CH:11][C:12](=[O:13])[C:7]([C:5]3[N:33]([C:28]4[CH:29]=[CH:30][CH:31]=[CH:32][C:27]=4[C:26]([F:25])([F:35])[F:36])[N:2]=[CH:3][CH:4]=3)=[N:8]2)[CH:19]=[CH:18][CH:17]=1. Given the reactants C[N:2](C)/[CH:3]=[CH:4]/[C:5]([C:7]1[C:12](=[O:13])[CH:11]=[CH:10][N:9]([C:14]2[CH:19]=[CH:18][CH:17]=[C:16]([C:20]([F:23])([F:22])[F:21])[CH:15]=2)[N:8]=1)=O.[F:25][C:26]([F:36])([F:35])[C:27]1[CH:32]=[CH:31][CH:30]=[CH:29][C:28]=1[NH:33]N, predict the reaction product. (6) Given the reactants Br[C:2]1[CH:7]=[CH:6][C:5]([C:8]2[N:12]=[CH:11][N:10]([C:13]3[CH:18]=[CH:17][C:16]([O:19][C:20]([F:23])([F:22])[F:21])=[CH:15][CH:14]=3)[N:9]=2)=[CH:4][CH:3]=1.[C:24]([O:28][C:29]([NH:31][CH2:32][CH2:33][B-](F)(F)F)=[O:30])([CH3:27])([CH3:26])[CH3:25].[K+].C(=O)([O-])[O-].[Cs+].[Cs+].C1(P(C2CCCCC2)C2C=CC=CC=2C2C(OC(C)C)=CC=CC=2OC(C)C)CCCCC1, predict the reaction product. The product is: [F:21][C:20]([F:23])([F:22])[O:19][C:16]1[CH:17]=[CH:18][C:13]([N:10]2[CH:11]=[N:12][C:8]([C:5]3[CH:6]=[CH:7][C:2]([CH2:33][CH2:32][NH:31][C:29](=[O:30])[O:28][C:24]([CH3:27])([CH3:26])[CH3:25])=[CH:3][CH:4]=3)=[N:9]2)=[CH:14][CH:15]=1.